Dataset: Peptide-MHC class II binding affinity with 134,281 pairs from IEDB. Task: Regression. Given a peptide amino acid sequence and an MHC pseudo amino acid sequence, predict their binding affinity value. This is MHC class II binding data. (1) The peptide sequence is LQMVGMRRPQQGASG. The MHC is DRB1_0701 with pseudo-sequence DRB1_0701. The binding affinity (normalized) is 0. (2) The MHC is DRB1_1501 with pseudo-sequence DRB1_1501. The binding affinity (normalized) is 0.335. The peptide sequence is EFRNDWILESDHLIS. (3) The peptide sequence is LPKPPKPVSKMRMATPLLMGALPM. The MHC is H-2-IAk with pseudo-sequence H-2-IAk. The binding affinity (normalized) is 0.102. (4) The binding affinity (normalized) is 0.898. The peptide sequence is DAFIAALTEALRVIA. The MHC is HLA-DPA10301-DPB10402 with pseudo-sequence HLA-DPA10301-DPB10402. (5) The peptide sequence is EEREVLMWKFDSALARKH. The MHC is DRB1_0301 with pseudo-sequence DRB1_0301. The binding affinity (normalized) is 0.709.